Dataset: NCI-60 drug combinations with 297,098 pairs across 59 cell lines. Task: Regression. Given two drug SMILES strings and cell line genomic features, predict the synergy score measuring deviation from expected non-interaction effect. (1) Drug 1: C(=O)(N)NO. Drug 2: C1C(C(OC1N2C=NC(=NC2=O)N)CO)O. Cell line: SF-539. Synergy scores: CSS=2.00, Synergy_ZIP=-2.34, Synergy_Bliss=1.63, Synergy_Loewe=2.01, Synergy_HSA=1.29. (2) Drug 1: CC(C1=C(C=CC(=C1Cl)F)Cl)OC2=C(N=CC(=C2)C3=CN(N=C3)C4CCNCC4)N. Drug 2: CC1C(C(CC(O1)OC2CC(CC3=C2C(=C4C(=C3O)C(=O)C5=C(C4=O)C(=CC=C5)OC)O)(C(=O)CO)O)N)O.Cl. Cell line: CAKI-1. Synergy scores: CSS=40.1, Synergy_ZIP=-4.11, Synergy_Bliss=-5.68, Synergy_Loewe=-7.45, Synergy_HSA=-2.48.